This data is from Forward reaction prediction with 1.9M reactions from USPTO patents (1976-2016). The task is: Predict the product of the given reaction. Given the reactants [CH2:1]([O:8][CH2:9][CH2:10][CH2:11][O:12][C:13]1[CH:18]=[CH:17][C:16]([CH:19]2[CH:24]([O:25][CH2:26][C:27]3[CH:36]=[CH:35][C:34]4[C:29](=[CH:30][CH:31]=[CH:32][CH:33]=4)[CH:28]=3)[CH2:23][N:22]([C:37]([O:39][C:40]([CH3:43])([CH3:42])[CH3:41])=[O:38])[CH2:21][CH:20]2[CH2:44][OH:45])=[CH:15][CH:14]=1)[C:2]1[CH:7]=[CH:6][CH:5]=[CH:4][CH:3]=1.Cl[C:47]([O-:49])=O.[NH2:50][CH2:51][CH2:52][N:53]1[CH2:58][CH2:57][O:56][CH2:55][CH2:54]1, predict the reaction product. The product is: [CH2:1]([O:8][CH2:9][CH2:10][CH2:11][O:12][C:13]1[CH:14]=[CH:15][C:16]([CH:19]2[CH:24]([O:25][CH2:26][C:27]3[CH:36]=[CH:35][C:34]4[C:29](=[CH:30][CH:31]=[CH:32][CH:33]=4)[CH:28]=3)[CH2:23][N:22]([C:37]([O:39][C:40]([CH3:42])([CH3:41])[CH3:43])=[O:38])[CH2:21][CH:20]2[CH2:44][O:45][C:47](=[O:49])[NH:50][CH2:51][CH2:52][N:53]2[CH2:58][CH2:57][O:56][CH2:55][CH2:54]2)=[CH:17][CH:18]=1)[C:2]1[CH:3]=[CH:4][CH:5]=[CH:6][CH:7]=1.